This data is from Forward reaction prediction with 1.9M reactions from USPTO patents (1976-2016). The task is: Predict the product of the given reaction. Given the reactants Br[C:2]1[S:6][C:5]([C:7]2[CH:12]=[CH:11][N:10]=[C:9]([NH:13][CH:14]3[CH2:19][C:18]([CH3:21])([CH3:20])[NH:17][C:16]([CH3:23])([CH3:22])[CH2:15]3)[N:8]=2)=[CH:4][CH:3]=1.C([Sn](CCCC)(CCCC)[C:29]1[CH:30]=[N:31][CH:32]=[CH:33][CH:34]=1)CCC, predict the reaction product. The product is: [N:31]1[CH:32]=[CH:33][CH:34]=[C:29]([C:2]2[S:6][C:5]([C:7]3[CH:12]=[CH:11][N:10]=[C:9]([NH:13][CH:14]4[CH2:19][C:18]([CH3:21])([CH3:20])[NH:17][C:16]([CH3:23])([CH3:22])[CH2:15]4)[N:8]=3)=[CH:4][CH:3]=2)[CH:30]=1.